Task: Predict the product of the given reaction.. Dataset: Forward reaction prediction with 1.9M reactions from USPTO patents (1976-2016) (1) Given the reactants [Cl:1][C:2]1[CH:7]=[C:6]([OH:8])[C:5]([Cl:9])=[CH:4][N:3]=1.C(=O)([O-])[O-].[Cs+].[Cs+].FC(F)(F)S(O[CH2:22][C:23]([F:26])([F:25])[F:24])(=O)=O, predict the reaction product. The product is: [Cl:1][C:2]1[CH:7]=[C:6]([O:8][CH2:22][C:23]([F:26])([F:25])[F:24])[C:5]([Cl:9])=[CH:4][N:3]=1. (2) Given the reactants [NH2:1][C@@H:2]1[CH2:7][CH2:6][CH2:5][CH2:4][C@H:3]1[CH2:8][NH:9][CH:10]1[CH2:19][CH2:18][C:17]2[C:12](=[CH:13][CH:14]=[C:15]([F:20])[CH:16]=2)[CH2:11]1.C1([O:27][C:28](=O)[NH:29][C:30]2[CH:35]=[C:34]([C:36]3[N:40]([CH3:41])[N:39]=[N:38][N:37]=3)[CH:33]=[C:32]([CH2:42][CH3:43])[CH:31]=2)C=CC=CC=1.C(N(CC)CC)C, predict the reaction product. The product is: [CH2:42]([C:32]1[CH:31]=[C:30]([NH:29][C:28]([NH:1][C@@H:2]2[CH2:7][CH2:6][CH2:5][CH2:4][C@H:3]2[CH2:8][NH:9][CH:10]2[CH2:19][CH2:18][C:17]3[C:12](=[CH:13][CH:14]=[C:15]([F:20])[CH:16]=3)[CH2:11]2)=[O:27])[CH:35]=[C:34]([C:36]2[N:40]([CH3:41])[N:39]=[N:38][N:37]=2)[CH:33]=1)[CH3:43]. (3) Given the reactants [CH3:1][C:2]1[CH:3]=[CH:4][C:5]([O:8][CH:9]2[CH2:14][CH2:13][C:12](=O)[CH2:11][CH2:10]2)=[N:6][CH:7]=1.[NH:16]1[CH2:19][CH:18]([NH:20][C:21]([CH2:23][NH:24][C:25](=[O:36])[C:26]2[CH:31]=[CH:30][CH:29]=[C:28]([C:32]([F:35])([F:34])[F:33])[CH:27]=2)=[O:22])[CH2:17]1, predict the reaction product. The product is: [CH3:1][C:2]1[CH:3]=[CH:4][C:5]([O:8][CH:9]2[CH2:14][CH2:13][CH:12]([N:16]3[CH2:19][CH:18]([NH:20][C:21]([CH2:23][NH:24][C:25](=[O:36])[C:26]4[CH:31]=[CH:30][CH:29]=[C:28]([C:32]([F:35])([F:33])[F:34])[CH:27]=4)=[O:22])[CH2:17]3)[CH2:11][CH2:10]2)=[N:6][CH:7]=1. (4) Given the reactants COC1C=C(C=CC=1OC)C[NH:7][C:8]1[N:13]2[N:14]=[C:15]([C:17]3[O:18][CH:19]=[CH:20][CH:21]=3)[N:16]=[C:12]2[CH:11]=[C:10]([CH2:22][N:23]2[CH:28]=[CH:27][CH:26]=[CH:25][C:24]2=[O:29])[N:9]=1.C1(OC)C=CC=CC=1.FC(F)(F)S(O)(=O)=O.[OH-].[Na+], predict the reaction product. The product is: [NH2:7][C:8]1[N:13]2[N:14]=[C:15]([C:17]3[O:18][CH:19]=[CH:20][CH:21]=3)[N:16]=[C:12]2[CH:11]=[C:10]([CH2:22][N:23]2[CH:28]=[CH:27][CH:26]=[CH:25][C:24]2=[O:29])[N:9]=1. (5) Given the reactants [NH2:1][CH2:2][CH2:3][N:4]1[CH2:9][CH2:8][O:7][CH2:6][CH2:5]1.C(N(CC)CC)C.[CH3:17][C@@H:18]1[C@@H:57]([OH:58])[C@@H:56]([CH3:59])[C@H:55]([CH3:60])[O:54][C:52](=[O:53])[CH2:51][C@H:50]([OH:61])[CH2:49][C@H:48]([OH:62])[CH2:47][CH2:46][C@@H:45]([OH:63])[C@H:44]([OH:64])[CH2:43][C@H:42]([OH:65])[CH2:41][C@@:39]2([OH:66])[O:40][C@H:35]([C@H:36]([C:68]([OH:70])=[O:69])[C@@H:37]([OH:67])[CH2:38]2)[CH2:34][C@@H:33]([O:71][C@@H:72]2[O:77][C@H:76]([CH3:78])[C@@H:75]([OH:79])[C@H:74]([NH2:80])[C@@H:73]2[OH:81])[CH:32]=[CH:31][CH:30]=[CH:29][CH:28]=[CH:27][CH:26]=[CH:25][CH:24]=[CH:23][CH:22]=[CH:21][CH:20]=[CH:19]1.C(OCC)C, predict the reaction product. The product is: [CH3:17][C@@H:18]1[C@@H:57]([OH:58])[C@@H:56]([CH3:59])[C@H:55]([CH3:60])[O:54][C:52](=[O:53])[CH2:51][C@H:50]([OH:61])[CH2:49][C@H:48]([OH:62])[CH2:47][CH2:46][C@@H:45]([OH:63])[C@H:44]([OH:64])[CH2:43][C@H:42]([OH:65])[CH2:41][C@@:39]2([OH:66])[O:40][C@H:35]([C@H:36]([C:68]([OH:70])=[O:69])[C@@H:37]([OH:67])[CH2:38]2)[CH2:34][C@@H:33]([O:71][C@@H:72]2[O:77][C@H:76]([CH3:78])[C@@H:75]([OH:79])[C@H:74]([NH2:80])[C@@H:73]2[OH:81])[CH:32]=[CH:31][CH:30]=[CH:29][CH:28]=[CH:27][CH:26]=[CH:25][CH:24]=[CH:23][CH:22]=[CH:21][CH:20]=[CH:19]1.[N:4]1([CH2:3][CH2:2][NH-:1])[CH2:9][CH2:8][O:7][CH2:6][CH2:5]1.